From a dataset of Forward reaction prediction with 1.9M reactions from USPTO patents (1976-2016). Predict the product of the given reaction. Given the reactants [F:1][C:2]1[CH:3]=[C:4]([NH:9][C:10]2[N:18]=[CH:17][C:16]([F:19])=[CH:15][C:11]=2[C:12]([OH:14])=O)[CH:5]=[CH:6][C:7]=1[F:8].Cl.CN(C)CCCN=C=NCC.ON1C2N=CC=CC=2N=N1.C(N(CC)C(C)C)(C)C.[NH2:51][C@@H:52]1[CH2:57][CH2:56][C@H:55]([NH:58][C:59](=[O:65])[O:60][C:61]([CH3:64])([CH3:63])[CH3:62])[CH2:54][CH2:53]1, predict the reaction product. The product is: [F:1][C:2]1[CH:3]=[C:4]([NH:9][C:10]2[C:11]([C:12]([NH:51][C@@H:52]3[CH2:57][CH2:56][C@H:55]([NH:58][C:59](=[O:65])[O:60][C:61]([CH3:63])([CH3:62])[CH3:64])[CH2:54][CH2:53]3)=[O:14])=[CH:15][C:16]([F:19])=[CH:17][N:18]=2)[CH:5]=[CH:6][C:7]=1[F:8].